From a dataset of NCI-60 drug combinations with 297,098 pairs across 59 cell lines. Regression. Given two drug SMILES strings and cell line genomic features, predict the synergy score measuring deviation from expected non-interaction effect. Drug 1: CCC1=CC2CC(C3=C(CN(C2)C1)C4=CC=CC=C4N3)(C5=C(C=C6C(=C5)C78CCN9C7C(C=CC9)(C(C(C8N6C)(C(=O)OC)O)OC(=O)C)CC)OC)C(=O)OC.C(C(C(=O)O)O)(C(=O)O)O. Drug 2: CCCCCOC(=O)NC1=NC(=O)N(C=C1F)C2C(C(C(O2)C)O)O. Cell line: NCI-H460. Synergy scores: CSS=61.9, Synergy_ZIP=-0.207, Synergy_Bliss=1.30, Synergy_Loewe=-34.1, Synergy_HSA=2.77.